Dataset: Catalyst prediction with 721,799 reactions and 888 catalyst types from USPTO. Task: Predict which catalyst facilitates the given reaction. (1) Reactant: [CH3:1][C:2]1[N:3]([C:7]2[CH:12]=[CH:11][C:10]([NH:13][C:14]([NH2:16])=[NH:15])=[CH:9][CH:8]=2)[CH:4]=[CH:5][N:6]=1.O=[C:18]1[CH2:23][CH2:22][N:21]([C:24]([O:26][C:27]([CH3:30])([CH3:29])[CH3:28])=[O:25])[CH2:20][CH:19]1[C:31](OC)=[O:32].[O-]CC.[Na+]. Product: [OH:32][C:31]1[C:19]2[CH2:20][N:21]([C:24]([O:26][C:27]([CH3:30])([CH3:29])[CH3:28])=[O:25])[CH2:22][CH2:23][C:18]=2[N:15]=[C:14]([NH:13][C:10]2[CH:9]=[CH:8][C:7]([N:3]3[CH:4]=[CH:5][N:6]=[C:2]3[CH3:1])=[CH:12][CH:11]=2)[N:16]=1. The catalyst class is: 8. (2) The catalyst class is: 123. Reactant: [O:1]1[CH2:5][CH2:4][O:3][CH:2]1[C:6]1[CH:7]=[C:8]([C:13]([C:15]2[C:24]([N+:25]([O-])=O)=[C:23]3[C:18]([CH:19]=[CH:20][CH:21]=[N:22]3)=[CH:17][CH:16]=2)=[O:14])[CH:9]=[CH:10][C:11]=1[F:12]. Product: [NH2:25][C:24]1[C:15]([C:13]([C:8]2[CH:9]=[CH:10][C:11]([F:12])=[C:6]([CH:2]3[O:3][CH2:4][CH2:5][O:1]3)[CH:7]=2)=[O:14])=[CH:16][CH:17]=[C:18]2[C:23]=1[N:22]=[CH:21][CH:20]=[CH:19]2. (3) Reactant: C[O:2][C:3]([C:5]1[N:6](S(C2C(C)=CC(C)=CC=2C)(=O)=O)[CH:7]=[C:8]([C:10]2[N:15]=[C:14]([NH:16][C:17]3[CH:22]=[CH:21][CH:20]=[CH:19][CH:18]=3)[N:13]=[CH:12][N:11]=2)[CH:9]=1)=[O:4]. Product: [C:17]1([NH:16][C:14]2[N:13]=[CH:12][N:11]=[C:10]([C:8]3[CH:9]=[C:5]([C:3]([OH:4])=[O:2])[NH:6][CH:7]=3)[N:15]=2)[CH:18]=[CH:19][CH:20]=[CH:21][CH:22]=1. The catalyst class is: 273. (4) Reactant: [CH3:1][NH:2][CH3:3].[CH2:4]([C:11]1([CH2:18][N:19]([CH3:21])[CH3:20])[CH2:16][CH2:15][C:14](=O)[CH2:13][CH2:12]1)[C:5]1[CH:10]=[CH:9][CH:8]=[CH:7][CH:6]=1.[C-:22]#[N:23].[K+].Cl. Product: [CH2:4]([C:11]1([CH2:18][N:19]([CH3:21])[CH3:20])[CH2:16][CH2:15][C:14]([N:2]([CH3:3])[CH3:1])([C:22]#[N:23])[CH2:13][CH2:12]1)[C:5]1[CH:10]=[CH:9][CH:8]=[CH:7][CH:6]=1. The catalyst class is: 72.